This data is from Full USPTO retrosynthesis dataset with 1.9M reactions from patents (1976-2016). The task is: Predict the reactants needed to synthesize the given product. (1) Given the product [CH3:46][C:44]1[NH:43][C:42](=[O:47])[CH:41]=[C:40]([C:11]2[N:10]3[CH:23]=[CH:24][N:25]=[C:9]3[C:8]([NH:7][C:26]3[CH:27]=[CH:28][C:29]([N:32]4[CH2:37][CH2:36][O:35][CH2:34][CH2:33]4)=[CH:30][CH:31]=3)=[N:13][CH:12]=2)[CH:45]=1, predict the reactants needed to synthesize it. The reactants are: C(OC(=O)[N:7]([C:26]1[CH:31]=[CH:30][C:29]([N:32]2[CH2:37][CH2:36][O:35][CH2:34][CH2:33]2)=[CH:28][CH:27]=1)[C:8]1[C:9]2[N:10]([CH:23]=[CH:24][N:25]=2)[C:11](B2OC(C)(C)C(C)(C)O2)=[CH:12][N:13]=1)(C)(C)C.Br[C:40]1[CH:45]=[C:44]([CH3:46])[N:43]=[C:42]([O:47][Si](C(C)(C)C)(C)C)[CH:41]=1.CC([O-])=O.[K+]. (2) Given the product [CH2:15]([O:14][C:12]([C:4]1[CH:3]=[C:2]([C:25]#[C:24][C:26]2[CH:31]=[CH:30][CH:29]=[CH:28][N:27]=2)[C:11]2[C:6](=[CH:7][CH:8]=[CH:9][CH:10]=2)[N:5]=1)=[O:13])[CH3:16], predict the reactants needed to synthesize it. The reactants are: Br[C:2]1[C:11]2[C:6](=[CH:7][CH:8]=[CH:9][CH:10]=2)[N:5]=[C:4]([C:12]([O:14][CH2:15][CH3:16])=[O:13])[CH:3]=1.C(N(CC)CC)C.[C:24]([C:26]1[CH:31]=[CH:30][CH:29]=[CH:28][N:27]=1)#[CH:25]. (3) Given the product [C:18]([OH:20])(=[O:17])[CH3:19].[C:2]([C:3]1[CH:4]=[CH:5][C:6]([NH:9][C@@H:10]([C:27]2[N:31]=[C:30]([O:32][CH2:33][O:34][C:35]([O:37][CH:38]([CH2:39][CH3:40])[CH2:41][CH3:42])=[O:36])[N:29]([C:43]3[N:44]=[CH:45][CH:46]=[CH:47][N:48]=3)[N:28]=2)[C:11]2[C:12]([F:26])=[C:13]([CH:21]=[C:22]([O:24][CH3:25])[CH:23]=2)[O:14][CH2:15][CH2:16][O:17][C:18](=[O:20])[CH3:19])=[CH:7][CH:8]=1)(=[NH:1])[NH2:49], predict the reactants needed to synthesize it. The reactants are: [NH2:1][C:2](=[N:49]C(OCC(C)=C)=O)[C:3]1[CH:8]=[CH:7][C:6]([NH:9][C@@H:10]([C:27]2[N:31]=[C:30]([O:32][CH2:33][O:34][C:35]([O:37][CH:38]([CH2:41][CH3:42])[CH2:39][CH3:40])=[O:36])[N:29]([C:43]3[N:48]=[CH:47][CH:46]=[CH:45][N:44]=3)[N:28]=2)[C:11]2[C:12]([F:26])=[C:13]([CH:21]=[C:22]([O:24][CH3:25])[CH:23]=2)[O:14][CH2:15][CH2:16][O:17][C:18](=[O:20])[CH3:19])=[CH:5][CH:4]=1.CN(C=O)C.